From a dataset of Full USPTO retrosynthesis dataset with 1.9M reactions from patents (1976-2016). Predict the reactants needed to synthesize the given product. (1) Given the product [NH2:10][C:24](=[O:25])[CH2:20][C:21]([O:22][CH2:2][CH3:3])=[O:27], predict the reactants needed to synthesize it. The reactants are: N[C:2]1C=CC=C[CH:3]=1.C([N:10](CC)CC)C.ClCCl.C([CH:20]([C:24](Cl)=[O:25])[C:21](Cl)=[O:22])C.[OH2:27]. (2) Given the product [CH3:10][O:9][C:7]([C:4]1[S:3][C:2]([N:16]2[CH2:12][CH2:25][NH:27][CH2:14][CH2:15]2)=[N:6][CH:5]=1)=[O:8], predict the reactants needed to synthesize it. The reactants are: Br[C:2]1[S:3][C:4]([C:7]([O:9][CH3:10])=[O:8])=[CH:5][N:6]=1.Br[C:12]1S[C:14](C=O)=[CH:15][N:16]=1.C(=O)([O-])[O-].[K+].[K+].[C:25](#[N:27])C. (3) Given the product [CH3:24][O:25][C:26]1[CH:27]=[C:28]2[C:33](=[CH:34][CH:35]=1)[CH:32]=[C:31]([C:2]1[CH:3]=[CH:4][C:5]([C:8]([O:10][CH3:11])=[O:9])=[N:6][CH:7]=1)[CH:30]=[CH:29]2, predict the reactants needed to synthesize it. The reactants are: Br[C:2]1[CH:3]=[CH:4][C:5]([C:8]([O:10][CH3:11])=[O:9])=[N:6][CH:7]=1.COCCOC.C(=O)([O-])[O-].[Na+].[Na+].[CH3:24][O:25][C:26]1[CH:27]=[C:28]2[C:33](=[CH:34][CH:35]=1)[CH:32]=[C:31](B(O)O)[CH:30]=[CH:29]2. (4) Given the product [F:16][C:13]1[CH:14]=[CH:15][C:10]([C:5]2[N:6]=[CH:7][CH:8]=[C:9]3[CH:18]=[C:17]([CH3:19])[NH:1][C:4]=23)=[CH:11][CH:12]=1, predict the reactants needed to synthesize it. The reactants are: [N+:1]([C:4]1[C:5]([C:10]2[CH:15]=[CH:14][C:13]([F:16])=[CH:12][CH:11]=2)=[N:6][CH:7]=[CH:8][CH:9]=1)([O-])=O.[C:17]([Mg]Br)([CH3:19])=[CH2:18]. (5) Given the product [Cl:1][C:2]1[CH:7]=[CH:6][C:5]([NH:8][C:9]([NH:11][C:12]2[CH:27]=[CH:26][CH:25]=[C:14]([O:15][C:16]3[CH:21]=[CH:20][N:19]=[C:18]([C:22]([NH:34][N:33]([CH3:35])[CH3:32])=[O:23])[CH:17]=3)[CH:13]=2)=[O:10])=[CH:4][C:3]=1[C:28]([F:30])([F:31])[F:29], predict the reactants needed to synthesize it. The reactants are: [Cl:1][C:2]1[CH:7]=[CH:6][C:5]([NH:8][C:9]([NH:11][C:12]2[CH:13]=[C:14]([CH:25]=[CH:26][CH:27]=2)[O:15][C:16]2[CH:21]=[CH:20][N:19]=[C:18]([C:22](O)=[O:23])[CH:17]=2)=[O:10])=[CH:4][C:3]=1[C:28]([F:31])([F:30])[F:29].[CH3:32][N:33]([CH3:35])[NH2:34].C1C=CC2N(O)N=NC=2C=1.CCN=C=NCCCN(C)C.Cl.CN1[C@@H]2CC3C=CC(OC)=C4O[C@H]5[C@@H](O)C=C[C@@H]2[C@]5(C=34)CC1. (6) Given the product [NH2:3][C:4]1[S:5][C:6]2[CH:12]=[C:11]([S:13][C:14]([CH3:21])([CH3:20])[C:15]([OH:17])=[O:16])[CH:10]=[CH:9][C:7]=2[N:8]=1, predict the reactants needed to synthesize it. The reactants are: [OH-].[Na+].[NH2:3][C:4]1[S:5][C:6]2[CH:12]=[C:11]([S:13][C:14]([CH3:21])([CH3:20])[C:15]([O:17]CC)=[O:16])[CH:10]=[CH:9][C:7]=2[N:8]=1. (7) Given the product [CH2:11]([O:18][C:19]1[C:20](=[O:22])[N:33]2[CH2:34][CH2:35][N:31]([CH:28]([CH3:30])[CH3:29])[C:32]2=[N:36][C:2]=1[C:1]([O:8][CH2:9][CH3:10])=[O:7])[C:12]1[CH:13]=[CH:14][CH:15]=[CH:16][CH:17]=1, predict the reactants needed to synthesize it. The reactants are: [C:1]([O:8][CH2:9][CH3:10])(=[O:7])[C:2](OCC)=O.[CH2:11]([O:18][CH2:19][C:20]([O:22]CC)=O)[C:12]1[CH:17]=[CH:16][CH:15]=[CH:14][CH:13]=1.[H-].[Na+].Br.[CH:28]([N:31]1[CH2:35][CH2:34][N:33]=[C:32]1[NH2:36])([CH3:30])[CH3:29].